Predict the reactants needed to synthesize the given product. From a dataset of Full USPTO retrosynthesis dataset with 1.9M reactions from patents (1976-2016). (1) The reactants are: [CH:1]1([C@@H:7]([NH:9][C:10]([C:12]2[C:21]3[C:16](=[CH:17][CH:18]=[CH:19][CH:20]=3)[N:15]=[C:14]([C:22]3[S:23][CH:24]=[CH:25][CH:26]=3)[C:13]=2[CH2:27][N:28]2[CH2:33][CH2:32][N:31]([CH2:34][C:35](O)=[O:36])[CH2:30][C:29]2=[O:38])=[O:11])[CH3:8])[CH2:6][CH2:5][CH2:4][CH2:3][CH2:2]1.[NH:39]1[CH2:44][CH2:43][O:42][CH2:41][CH2:40]1. Given the product [CH:1]1([C@@H:7]([NH:9][C:10]([C:12]2[C:21]3[C:20](=[CH:19][CH:18]=[CH:17][CH:16]=3)[N:15]=[C:14]([C:22]3[S:23][CH:24]=[CH:25][CH:26]=3)[C:13]=2[CH2:27][N:28]2[CH2:33][CH2:32][N:31]([CH2:34][C:35]([N:39]3[CH2:44][CH2:43][O:42][CH2:41][CH2:40]3)=[O:36])[CH2:30][C:29]2=[O:38])=[O:11])[CH3:8])[CH2:6][CH2:5][CH2:4][CH2:3][CH2:2]1, predict the reactants needed to synthesize it. (2) Given the product [Br:30][C:31]1[C:32]([F:41])=[C:33]2[C:39]([NH:40][C:5]([C:2]3([CH3:1])[CH2:4][CH2:3]3)=[O:7])=[CH:38][NH:37][C:34]2=[N:35][CH:36]=1, predict the reactants needed to synthesize it. The reactants are: [CH3:1][C:2]1([C:5]([OH:7])=O)[CH2:4][CH2:3]1.O=C1N(P(Cl)(N2CCOC2=O)=O)CCO1.C(N(CC)CC)C.[Br:30][C:31]1[C:32]([F:41])=[C:33]2[C:39]([NH2:40])=[CH:38][NH:37][C:34]2=[N:35][CH:36]=1.C([O-])([O-])=O.[Na+].[Na+]. (3) Given the product [CH:1]1[C:10]2[C:5](=[CH:6][CH:7]=[CH:8][CH:9]=2)[CH:4]=[CH:3][C:2]=1[CH2:11][C:12]1[O:13][C:14]([CH3:34])=[C:15]([CH3:33])[C:16]=1[C:17]([C:19]1[CH:20]=[C:21]([CH:30]([CH3:31])[CH3:32])[C:22]([OH:28])=[C:23]([CH:25]([CH3:27])[CH3:26])[CH:24]=1)=[O:18], predict the reactants needed to synthesize it. The reactants are: [CH:1]1[C:10]2[C:5](=[CH:6][CH:7]=[CH:8][CH:9]=2)[CH:4]=[CH:3][C:2]=1[CH2:11][C:12]1[O:13][C:14]([CH3:34])=[C:15]([CH3:33])[C:16]=1[C:17]([C:19]1[CH:24]=[C:23]([CH:25]([CH3:27])[CH3:26])[C:22]([O:28]C)=[C:21]([CH:30]([CH3:32])[CH3:31])[CH:20]=1)=[O:18].B(Br)(Br)Br.C(Cl)Cl.